Task: Predict which catalyst facilitates the given reaction.. Dataset: Catalyst prediction with 721,799 reactions and 888 catalyst types from USPTO (1) Reactant: [CH2:1]([C:4]1[CH:13]=[CH:12][C:11]2[CH:10]=[N:9][CH:8]=[CH:7][C:6]=2[C:5]=1[OH:14])[CH2:2][CH3:3].[Br:15]Br. Product: [Br:15][C:12]1[C:11]2[CH:10]=[N:9][CH:8]=[CH:7][C:6]=2[C:5]([OH:14])=[C:4]([CH2:1][CH2:2][CH3:3])[CH:13]=1. The catalyst class is: 52. (2) Reactant: [NH2:1][OH:2].O.[F:4][C:5]1[CH:10]=[C:9]([CH3:11])[CH:8]=[CH:7][C:6]=1[S:12](Cl)(=[O:14])=[O:13].C(OCC)C. Product: [F:4][C:5]1[CH:10]=[C:9]([CH3:11])[CH:8]=[CH:7][C:6]=1[S:12]([NH:1][OH:2])(=[O:14])=[O:13]. The catalyst class is: 7. (3) Reactant: C(P(C(C)(C)C)C(C)(C)C)(C)(C)C.CCCCCC.Br[C:21]1[CH:22]=[C:23]2[C:28](=[CH:29][CH:30]=1)[N:27]([CH2:31][CH2:32][N:33]([CH2:41][CH3:42])[C:34](=[O:40])[O:35][C:36]([CH3:39])([CH3:38])[CH3:37])[CH2:26][CH2:25][CH2:24]2.C[Si]([N-:47][Si](C)(C)C)(C)C.[Li+].CCCC[N+](CCCC)(CCCC)CCCC.[F-]. Product: [NH2:47][C:21]1[CH:22]=[C:23]2[C:28](=[CH:29][CH:30]=1)[N:27]([CH2:31][CH2:32][N:33]([CH2:41][CH3:42])[C:34](=[O:40])[O:35][C:36]([CH3:39])([CH3:38])[CH3:37])[CH2:26][CH2:25][CH2:24]2. The catalyst class is: 443. (4) Reactant: [I-].C(OC([NH:9][C@H:10]([C:18]([O:20][CH3:21])=[O:19])[CH2:11][CH2:12][CH2:13][N+:14]([CH3:17])([CH3:16])[CH3:15])=O)(C)(C)C.[ClH:22]. Product: [ClH:22].[Cl-:22].[NH2:9][C@H:10]([C:18]([O:20][CH3:21])=[O:19])[CH2:11][CH2:12][CH2:13][N+:14]([CH3:16])([CH3:15])[CH3:17]. The catalyst class is: 12. (5) The catalyst class is: 1. Product: [OH:8][C:6]1([CH2:13][C:12]([O:15][CH2:16][CH3:17])=[O:14])[CH:7]=[C:2]([CH3:1])[C:3](=[O:10])[C:4]([CH3:9])=[CH:5]1. Reactant: [CH3:1][C:2]1[C:3](=[O:10])[C:4]([CH3:9])=[CH:5][C:6](=[O:8])[CH:7]=1.Cl.[C:12]([O:15][CH2:16][CH3:17])(=[O:14])[CH3:13]. (6) Reactant: [C:1](Cl)(=[O:11])[C:2]1[CH:10]=[CH:9][C:5]([C:6](Cl)=[O:7])=[CH:4][CH:3]=1.[CH3:13][N:14]([CH3:22])[C:15]1[CH:20]=[CH:19][C:18]([NH2:21])=[CH:17][CH:16]=1.[N:23]1C=CC=CC=1.[C:29]1([NH2:36])[CH:34]=[CH:33][CH:32]=[CH:31][C:30]=1[NH2:35]. Product: [NH2:35][C:30]1[CH:31]=[CH:32][CH:33]=[CH:34][C:29]=1[N:36]([NH:21][C:18]1[CH:19]=[CH:20][C:15]([N:14]([CH3:22])[CH3:13])=[CH:16][CH:17]=1)[C:1](=[O:11])[C:2]1[CH:10]=[CH:9][C:5]([C:6]([NH2:23])=[O:7])=[CH:4][CH:3]=1. The catalyst class is: 98.